This data is from NCI-60 drug combinations with 297,098 pairs across 59 cell lines. The task is: Regression. Given two drug SMILES strings and cell line genomic features, predict the synergy score measuring deviation from expected non-interaction effect. (1) Drug 1: CC1=CC2C(CCC3(C2CCC3(C(=O)C)OC(=O)C)C)C4(C1=CC(=O)CC4)C. Drug 2: CC1=C(C(CCC1)(C)C)C=CC(=CC=CC(=CC(=O)O)C)C. Cell line: MALME-3M. Synergy scores: CSS=30.6, Synergy_ZIP=4.33, Synergy_Bliss=4.20, Synergy_Loewe=-11.3, Synergy_HSA=0.882. (2) Drug 1: CC1=C(C=C(C=C1)NC(=O)C2=CC=C(C=C2)CN3CCN(CC3)C)NC4=NC=CC(=N4)C5=CN=CC=C5. Drug 2: CS(=O)(=O)CCNCC1=CC=C(O1)C2=CC3=C(C=C2)N=CN=C3NC4=CC(=C(C=C4)OCC5=CC(=CC=C5)F)Cl. Cell line: U251. Synergy scores: CSS=-0.282, Synergy_ZIP=6.06, Synergy_Bliss=-2.00, Synergy_Loewe=-7.24, Synergy_HSA=-6.54. (3) Drug 1: CNC(=O)C1=NC=CC(=C1)OC2=CC=C(C=C2)NC(=O)NC3=CC(=C(C=C3)Cl)C(F)(F)F. Drug 2: C1C(C(OC1N2C=NC(=NC2=O)N)CO)O. Cell line: DU-145. Synergy scores: CSS=10.8, Synergy_ZIP=-1.61, Synergy_Bliss=1.59, Synergy_Loewe=-66.4, Synergy_HSA=-3.37. (4) Drug 1: CCC1(CC2CC(C3=C(CCN(C2)C1)C4=CC=CC=C4N3)(C5=C(C=C6C(=C5)C78CCN9C7C(C=CC9)(C(C(C8N6C)(C(=O)OC)O)OC(=O)C)CC)OC)C(=O)OC)O.OS(=O)(=O)O. Cell line: K-562. Synergy scores: CSS=54.4, Synergy_ZIP=16.7, Synergy_Bliss=19.0, Synergy_Loewe=8.07, Synergy_HSA=7.71. Drug 2: CC12CCC3C(C1CCC2OP(=O)(O)O)CCC4=C3C=CC(=C4)OC(=O)N(CCCl)CCCl.[Na+]. (5) Cell line: HOP-62. Drug 2: CC1C(C(CC(O1)OC2CC(OC(C2O)C)OC3=CC4=CC5=C(C(=O)C(C(C5)C(C(=O)C(C(C)O)O)OC)OC6CC(C(C(O6)C)O)OC7CC(C(C(O7)C)O)OC8CC(C(C(O8)C)O)(C)O)C(=C4C(=C3C)O)O)O)O. Drug 1: C1CCC(CC1)NC(=O)N(CCCl)N=O. Synergy scores: CSS=17.4, Synergy_ZIP=1.24, Synergy_Bliss=7.90, Synergy_Loewe=5.70, Synergy_HSA=5.17. (6) Drug 1: CN1CCC(CC1)COC2=C(C=C3C(=C2)N=CN=C3NC4=C(C=C(C=C4)Br)F)OC. Drug 2: CN(CC1=CN=C2C(=N1)C(=NC(=N2)N)N)C3=CC=C(C=C3)C(=O)NC(CCC(=O)O)C(=O)O. Cell line: SNB-19. Synergy scores: CSS=40.3, Synergy_ZIP=1.74, Synergy_Bliss=-2.50, Synergy_Loewe=-24.0, Synergy_HSA=-2.73. (7) Synergy scores: CSS=41.9, Synergy_ZIP=-1.23, Synergy_Bliss=-2.17, Synergy_Loewe=-1.06, Synergy_HSA=1.75. Drug 1: C1=CC(=CC=C1CCC2=CNC3=C2C(=O)NC(=N3)N)C(=O)NC(CCC(=O)O)C(=O)O. Cell line: SF-295. Drug 2: C1=C(C(=O)NC(=O)N1)N(CCCl)CCCl. (8) Drug 1: C1=CC=C(C=C1)NC(=O)CCCCCCC(=O)NO. Drug 2: CC1=C(C(=O)C2=C(C1=O)N3CC4C(C3(C2COC(=O)N)OC)N4)N. Cell line: NCI-H322M. Synergy scores: CSS=11.7, Synergy_ZIP=2.99, Synergy_Bliss=5.84, Synergy_Loewe=-36.3, Synergy_HSA=-0.592. (9) Drug 1: CC12CCC3C(C1CCC2=O)CC(=C)C4=CC(=O)C=CC34C. Drug 2: CCC1=C2CN3C(=CC4=C(C3=O)COC(=O)C4(CC)O)C2=NC5=C1C=C(C=C5)O. Cell line: SK-MEL-28. Synergy scores: CSS=40.3, Synergy_ZIP=0.357, Synergy_Bliss=4.80, Synergy_Loewe=-8.62, Synergy_HSA=4.77. (10) Drug 1: CC(C)CN1C=NC2=C1C3=CC=CC=C3N=C2N. Drug 2: C1C(C(OC1N2C=NC(=NC2=O)N)CO)O. Cell line: NCI/ADR-RES. Synergy scores: CSS=-1.66, Synergy_ZIP=-3.87, Synergy_Bliss=-5.65, Synergy_Loewe=-10.7, Synergy_HSA=-9.26.